Dataset: Full USPTO retrosynthesis dataset with 1.9M reactions from patents (1976-2016). Task: Predict the reactants needed to synthesize the given product. (1) Given the product [ClH:34].[F:3][C:4]1[CH:9]=[CH:8][C:7]([F:10])=[CH:6][C:5]=1[C@H:11]1[CH2:15][CH2:14][CH2:13][N:12]1[C:16]1[CH:17]=[CH:18][C:19]2[N:20]([C:22]([NH:25][C:26]([N:28]3[CH2:29][CH2:30][CH2:31][CH2:32][CH2:33]3)=[O:27])=[CH:23][N:24]=2)[N:21]=1, predict the reactants needed to synthesize it. The reactants are: CO.[F:3][C:4]1[CH:9]=[CH:8][C:7]([F:10])=[CH:6][C:5]=1[C@H:11]1[CH2:15][CH2:14][CH2:13][N:12]1[C:16]1[CH:17]=[CH:18][C:19]2[N:20]([C:22]([NH:25][C:26]([N:28]3[CH2:33][CH2:32][CH2:31][CH2:30][CH2:29]3)=[O:27])=[CH:23][N:24]=2)[N:21]=1.[ClH:34]. (2) Given the product [C:1]([C:5]1[O:9][N:8]=[C:7]([NH:10][C:11]([NH:13][C:14]2[CH:19]=[CH:18][CH:17]=[C:16]([C:20]#[C:21][C:23]3[CH:24]=[N:25][NH:26][CH:27]=3)[CH:15]=2)=[O:12])[CH:6]=1)([CH3:4])([CH3:3])[CH3:2], predict the reactants needed to synthesize it. The reactants are: [C:1]([C:5]1[O:9][N:8]=[C:7]([NH:10][C:11]([NH:13][C:14]2[CH:19]=[CH:18][CH:17]=[C:16]([C:20]#[CH:21])[CH:15]=2)=[O:12])[CH:6]=1)([CH3:4])([CH3:3])[CH3:2].I[C:23]1[CH:24]=[N:25][NH:26][CH:27]=1. (3) Given the product [CH2:1]([O:3][CH:4]([O:13][CH2:14][CH3:15])[C:5]1[CH:6]=[C:7]([CH:10]=[CH:11][CH:12]=1)[CH2:8][O:28][C:20]1[CH:21]=[C:22]([C:24]([F:25])([F:26])[F:27])[CH:23]=[C:18]([C:17]([F:16])([F:29])[F:30])[CH:19]=1)[CH3:2], predict the reactants needed to synthesize it. The reactants are: [CH2:1]([O:3][CH:4]([O:13][CH2:14][CH3:15])[C:5]1[CH:6]=[C:7]([CH:10]=[CH:11][CH:12]=1)[CH2:8]Br)[CH3:2].[F:16][C:17]([F:30])([F:29])[C:18]1[CH:19]=[C:20]([OH:28])[CH:21]=[C:22]([C:24]([F:27])([F:26])[F:25])[CH:23]=1.C([O-])([O-])=O.[K+].[K+].O. (4) Given the product [O:1]1[C:5]([C:6]2[CH:7]=[CH:8][C:9]([C:12](=[O:13])[CH3:17])=[CH:10][CH:11]=2)=[CH:4][N:3]=[CH:2]1, predict the reactants needed to synthesize it. The reactants are: [O:1]1[C:5]([C:6]2[CH:11]=[CH:10][C:9]([C:12]3([CH3:17])OCC[O:13]3)=[CH:8][CH:7]=2)=[CH:4][N:3]=[CH:2]1.C1(C)C=CC(S([O-])(=O)=O)=CC=1.[NH+]1C=CC=CC=1.